This data is from Catalyst prediction with 721,799 reactions and 888 catalyst types from USPTO. The task is: Predict which catalyst facilitates the given reaction. (1) Reactant: [S:1]1[CH:5]=[CH:4][CH:3]=[C:2]1[S:6]([O-:8])=[O:7].[Na+].F[C:11]1[CH:18]=[CH:17][CH:16]=[CH:15][C:12]=1[CH:13]=[O:14]. Product: [S:1]1[CH:5]=[CH:4][CH:3]=[C:2]1[S:6]([C:11]1[CH:18]=[CH:17][CH:16]=[CH:15][C:12]=1[CH:13]=[O:14])(=[O:8])=[O:7]. The catalyst class is: 16. (2) Reactant: [O:1]1[C:5]2([CH2:10][CH2:9][NH:8][CH2:7][CH2:6]2)[O:4][CH2:3][CH2:2]1.I[C:12]1[CH:13]=[N:14][CH:15]=[CH:16][CH:17]=1.C1(P(C2CCCCC2)C2C=CC=CC=2C2C(C(C)C)=CC(C(C)C)=CC=2C(C)C)CCCCC1.C(=O)([O-])[O-].[Cs+].[Cs+]. Product: [N:14]1[CH:15]=[CH:16][CH:17]=[C:12]([N:8]2[CH2:9][CH2:10][C:5]3([O:4][CH2:3][CH2:2][O:1]3)[CH2:6][CH2:7]2)[CH:13]=1. The catalyst class is: 684. (3) Reactant: [CH2:1]([C:13]1[CH:14]=[CH:15][C:16]([OH:23])=[C:17]([CH:22]=1)[C:18]([O:20][CH3:21])=[O:19])[C:2]1[CH:3]=[CH:4][C:5]([OH:12])=[C:6]([CH:11]=1)[C:7]([O:9][CH3:10])=[O:8].[O-]P([O-])([O-])=O.[K+].[K+].[K+].[S:32](O[S:32]([C:35]([F:38])([F:37])[F:36])(=[O:34])=[O:33])([C:35]([F:38])([F:37])[F:36])(=[O:34])=[O:33]. Product: [CH2:1]([C:2]1[CH:3]=[CH:4][C:5]([O:12][S:32]([C:35]([F:38])([F:37])[F:36])(=[O:34])=[O:33])=[C:6]([CH:11]=1)[C:7]([O:9][CH3:10])=[O:8])[C:13]1[CH:14]=[CH:15][C:16]([O:23][S:32]([C:35]([F:38])([F:37])[F:36])(=[O:34])=[O:33])=[C:17]([CH:22]=1)[C:18]([O:20][CH3:21])=[O:19]. The catalyst class is: 11. (4) Reactant: [OH-].[Na+:2].[C:3]([OH:7])(=[O:6])[CH:4]=[CH2:5].[CH2:8](NC(C(O)=O)=O)[CH:9](N)[C:10]([OH:12])=[O:11].OO.[O-]S(OOS([O-])(=O)=O)(=O)=O.[Na+].[Na+].O=C1O[C@H]([C@H](CO)O)C(O)=C1O. Product: [C:3]([OH:7])(=[O:6])[CH:4]=[CH2:5].[C:10]([O-:12])(=[O:11])[CH:9]=[CH2:8].[Na+:2]. The catalyst class is: 6. (5) Reactant: [OH:1][C:2]1([CH3:25])[CH2:8][N:7]([C:9]([O:11][C:12]([CH3:15])([CH3:14])[CH3:13])=[O:10])[CH2:6][CH2:5][N:4]([C:16]2[N:20]([CH3:21])[N:19]=[CH:18][C:17]=2[N+:22]([O-])=O)[CH2:3]1. Product: [NH2:22][C:17]1[CH:18]=[N:19][N:20]([CH3:21])[C:16]=1[N:4]1[CH2:3][C:2]([OH:1])([CH3:25])[CH2:8][N:7]([C:9]([O:11][C:12]([CH3:15])([CH3:14])[CH3:13])=[O:10])[CH2:6][CH2:5]1. The catalyst class is: 19. (6) The catalyst class is: 39. Product: [CH2:14]([O:9][CH2:8][CH2:7][CH2:6][CH2:5][CH2:4][CH2:3][CH2:2][CH2:1][OH:10])[CH2:15][CH2:16][CH2:17][CH2:18][CH2:19][CH3:20]. Reactant: [CH2:1]([OH:10])[CH2:2][CH2:3][CH2:4][CH2:5][CH2:6][CH2:7][CH2:8][OH:9].[H-].[Na+].Br[CH2:14][CH2:15][CH2:16][CH2:17][CH2:18][CH2:19][CH3:20].O. (7) Reactant: CCN(C(C)C)C(C)C.[C:10]([C:14]1[N:22]=[C:21]2[C:17]([N:18]=[CH:19][NH:20]2)=[C:16](Cl)[N:15]=1)([CH3:13])([CH3:12])[CH3:11].[NH:24]1[CH2:28][CH2:27][C@H:26]([OH:29])[CH2:25]1.C(O)(=O)CC(CC(O)=O)(C(O)=O)O. Product: [C:10]([C:14]1[N:22]=[C:21]2[C:17]([N:18]=[CH:19][NH:20]2)=[C:16]([N:24]2[CH2:28][CH2:27][C@H:26]([OH:29])[CH2:25]2)[N:15]=1)([CH3:13])([CH3:12])[CH3:11]. The catalyst class is: 23.